This data is from Skin sensitization/reaction prediction data. The task is: Regression/Classification. Given a drug SMILES string, predict its toxicity properties. Task type varies by dataset: regression for continuous values (e.g., LD50, hERG inhibition percentage) or binary classification for toxic/non-toxic outcomes (e.g., AMES mutagenicity, cardiotoxicity, hepatotoxicity). Dataset: skin_reaction. (1) The molecule is CC1=CC=C(C(C)C)CC1. The result is 1 (causes skin reaction). (2) The result is 0 (no skin reaction). The compound is CCCCCCCCC(=O)O. (3) The molecule is CCOC(=O)C=CC(=O)OCC. The result is 1 (causes skin reaction). (4) The drug is CC(C)(C)OC(=O)c1cccc(N)c1. The result is 0 (no skin reaction). (5) The result is 0 (no skin reaction). The molecule is CCCOC(=O)c1ccc(O)cc1.